This data is from Full USPTO retrosynthesis dataset with 1.9M reactions from patents (1976-2016). The task is: Predict the reactants needed to synthesize the given product. (1) Given the product [O:14]=[C:12]1[N:11]([C:15]2[CH:20]=[CH:19][CH:18]=[C:17]([C:21]([F:23])([F:24])[F:22])[CH:16]=2)[C:10]2[CH2:25][CH2:26][C:27](=[O:28])[C:9]=2[CH:8]([C:5]2[CH:4]=[CH:3][C:2]([C:29]#[N:30])=[N:7][CH:6]=2)[NH:13]1, predict the reactants needed to synthesize it. The reactants are: Cl[C:2]1[N:7]=[CH:6][C:5]([CH:8]2[NH:13][C:12](=[O:14])[N:11]([C:15]3[CH:20]=[CH:19][CH:18]=[C:17]([C:21]([F:24])([F:23])[F:22])[CH:16]=3)[C:10]3[CH2:25][CH2:26][C:27](=[O:28])[C:9]2=3)=[CH:4][CH:3]=1.[CH3:29][N:30](C)C=O. (2) Given the product [Cl:39][C:40]1[C:41]([O:50][CH2:51][C:52]2([C:62]#[N:63])[CH:59]3[CH2:58][CH:57]4[CH2:56][CH:55]([CH2:54][CH:53]2[CH2:61]4)[CH2:60]3)=[CH:42][C:43]([F:49])=[C:44]([CH:48]=1)[C:45]([NH:11][S:8](=[O:10])(=[O:9])[NH:7][CH3:6])=[O:47], predict the reactants needed to synthesize it. The reactants are: CS(N)(=O)=O.[CH3:6][NH:7][S:8]([NH2:11])(=[O:10])=[O:9].C(C1(COC2C(C3CC3)=CC(C(O)=O)=C(F)C=2)C2CC3CC(CC1C3)C2)#N.[Cl:39][C:40]1[C:41]([O:50][CH2:51][C:52]2([C:62]#[N:63])[CH:59]3[CH2:60][CH:55]4[CH2:56][CH:57]([CH2:61][CH:53]2[CH2:54]4)[CH2:58]3)=[CH:42][C:43]([F:49])=[C:44]([CH:48]=1)[C:45]([OH:47])=O. (3) Given the product [NH2:20][C:21]1[N:26]=[CH:25][C:24]([C:2]2[N:3]=[C:4]([N:14]3[CH2:19][CH2:18][O:17][CH2:16][CH2:15]3)[C:5]3[S:10][C:9]([C:11]([OH:13])=[O:12])=[CH:8][C:6]=3[N:7]=2)=[CH:23][N:22]=1, predict the reactants needed to synthesize it. The reactants are: Cl[C:2]1[N:3]=[C:4]([N:14]2[CH2:19][CH2:18][O:17][CH2:16][CH2:15]2)[C:5]2[S:10][C:9]([C:11]([OH:13])=[O:12])=[CH:8][C:6]=2[N:7]=1.[NH2:20][C:21]1[N:26]=[CH:25][C:24](B(O)O)=[CH:23][N:22]=1. (4) Given the product [C:7]1([C:13]2([CH2:19]/[CH:20]=[CH:27]/[C:25]([O:24][CH2:23][CH3:22])=[O:26])[CH2:14][CH2:15][CH2:16][CH2:17][CH2:18]2)[CH:8]=[CH:9][CH:10]=[CH:11][CH:12]=1, predict the reactants needed to synthesize it. The reactants are: CC(C)([O-])C.[K+].[C:7]1([C:13]2([CH2:19][CH:20]=O)[CH2:18][CH2:17][CH2:16][CH2:15][CH2:14]2)[CH:12]=[CH:11][CH:10]=[CH:9][CH:8]=1.[CH3:22][CH2:23][O:24][C:25]([CH3:27])=[O:26].